From a dataset of Reaction yield outcomes from USPTO patents with 853,638 reactions. Predict the reaction yield, written as a fraction of the theoretical maximum amount of product (1.0 means a 100% yield; for example, 0.34 means a 34% yield). The reactants are [C:1]([O:5][C:6]([N:8]1[CH2:13][CH2:12][C:11]([C:17]2[CH:22]=[CH:21][CH:20]=[CH:19][C:18]=2[Br:23])([C:14](O)=[O:15])[CH2:10][CH2:9]1)=[O:7])([CH3:4])([CH3:3])[CH3:2].ClC(N(C)C)=C(C)C.[N-:32]=[N+:33]=[N-:34].[Na+]. The catalyst is ClCCl.COC(C)(C)C. The product is [C:1]([O:5][C:6]([N:8]1[CH2:13][CH2:12][C:11]([C:14]([N:32]=[N+:33]=[N-:34])=[O:15])([C:17]2[CH:22]=[CH:21][CH:20]=[CH:19][C:18]=2[Br:23])[CH2:10][CH2:9]1)=[O:7])([CH3:4])([CH3:3])[CH3:2]. The yield is 0.830.